From a dataset of Reaction yield outcomes from USPTO patents with 853,638 reactions. Predict the reaction yield, written as a fraction of the theoretical maximum amount of product (1.0 means a 100% yield; for example, 0.34 means a 34% yield). The reactants are [NH2:1][C:2]1[CH:3]=[C:4]([CH:19]=[CH:20][CH:21]=1)[O:5][C:6]1[CH:7]=[CH:8][C:9]2[N:10]([CH:12]=[C:13]([C:15]([NH:17][CH3:18])=[O:16])[N:14]=2)[N:11]=1.[CH3:22][N:23]1[C:27]([C:28](Cl)=[O:29])=[CH:26][C:25]([CH3:31])=[N:24]1.O. The catalyst is CN(C)C(=O)C. The product is [CH3:22][N:23]1[C:27]([C:28]([NH:1][C:2]2[CH:3]=[C:4]([CH:19]=[CH:20][CH:21]=2)[O:5][C:6]2[CH:7]=[CH:8][C:9]3[N:10]([CH:12]=[C:13]([C:15]([NH:17][CH3:18])=[O:16])[N:14]=3)[N:11]=2)=[O:29])=[CH:26][C:25]([CH3:31])=[N:24]1. The yield is 0.730.